From a dataset of Peptide-MHC class I binding affinity with 185,985 pairs from IEDB/IMGT. Regression. Given a peptide amino acid sequence and an MHC pseudo amino acid sequence, predict their binding affinity value. This is MHC class I binding data. (1) The peptide sequence is LLFLMSFTI. The MHC is HLA-A02:06 with pseudo-sequence HLA-A02:06. The binding affinity (normalized) is 0.283. (2) The peptide sequence is AQFSPQYL. The MHC is Patr-A0301 with pseudo-sequence Patr-A0301. The binding affinity (normalized) is 0.242. (3) The peptide sequence is LVGPTPVNI. The MHC is HLA-A01:01 with pseudo-sequence HLA-A01:01. The binding affinity (normalized) is 0. (4) The peptide sequence is RVGLYGLLFY. The MHC is HLA-A26:01 with pseudo-sequence HLA-A26:01. The binding affinity (normalized) is 0.